This data is from Reaction yield outcomes from USPTO patents with 853,638 reactions. The task is: Predict the reaction yield, written as a fraction of the theoretical maximum amount of product (1.0 means a 100% yield; for example, 0.34 means a 34% yield). (1) The reactants are [C:1]([O:5][C:6]([NH:8][CH2:9][CH2:10][CH2:11][NH:12][S:13]([C:16]1[C:21]([Cl:22])=[CH:20][CH:19]=[C:18]([N+:23]([O-])=O)[C:17]=1[OH:26])(=[O:15])=[O:14])=[O:7])([CH3:4])([CH3:3])[CH3:2].[H][H]. The catalyst is [Pd]. The product is [C:1]([O:5][C:6]([NH:8][CH2:9][CH2:10][CH2:11][NH:12][S:13]([C:16]1[C:21]([Cl:22])=[CH:20][CH:19]=[C:18]([NH2:23])[C:17]=1[OH:26])(=[O:15])=[O:14])=[O:7])([CH3:4])([CH3:2])[CH3:3]. The yield is 0.950. (2) The reactants are [CH:1](=[N:8][C:9]1[CH:14]=[CH:13][C:12]([S:15][CH3:16])=[CH:11][N:10]=1)[C:2]1[CH:7]=[CH:6][CH:5]=[CH:4][CH:3]=1.S([CH2:27][N+:28]#[C-:29])(C1C=CC(C)=CC=1)(=O)=O.C(=O)([O-])[O-].[K+].[K+].CO. The catalyst is O.C(COC)OC. The product is [CH3:16][S:15][C:12]1[CH:13]=[CH:14][C:9]([N:8]2[C:1]([C:2]3[CH:3]=[CH:4][CH:5]=[CH:6][CH:7]=3)=[CH:29][N:28]=[CH:27]2)=[N:10][CH:11]=1. The yield is 0.500. (3) The reactants are [C:1]([O:5][C:6]([N:8]1[CH2:14][CH2:13][CH2:12][N:11]([C:15]2[CH:20]=[CH:19][C:18]([C:21]([F:24])([F:23])[F:22])=[CH:17][C:16]=2[N+:25]([O-])=O)[CH2:10][CH2:9]1)=[O:7])([CH3:4])([CH3:3])[CH3:2]. The catalyst is C1COCC1. The product is [C:1]([O:5][C:6]([N:8]1[CH2:14][CH2:13][CH2:12][N:11]([C:15]2[CH:20]=[CH:19][C:18]([C:21]([F:24])([F:22])[F:23])=[CH:17][C:16]=2[NH2:25])[CH2:10][CH2:9]1)=[O:7])([CH3:4])([CH3:2])[CH3:3]. The yield is 1.00. (4) The reactants are C(=O)([O-])[O-].[Cs+].[Cs+].[F:7][C:8]1[CH:9]=[C:10]2[C:15](=[CH:16][C:17]=1[OH:18])[N:14]=[CH:13][N:12]=[C:11]2[NH:19][C:20]1[CH:24]=[C:23]([CH2:25][C:26]([NH:28][C:29]2[CH:34]=[CH:33][CH:32]=[C:31]([F:35])[CH:30]=2)=[O:27])[NH:22][N:21]=1.Br[CH2:37][CH2:38][CH2:39][Cl:40].O. The yield is 0.570. The catalyst is CN(C)C=O.ClCCl. The product is [Cl:40][CH2:39][CH2:38][CH2:37][O:18][C:17]1[CH:16]=[C:15]2[C:10]([C:11]([NH:19][C:20]3[CH:24]=[C:23]([CH2:25][C:26]([NH:28][C:29]4[CH:34]=[CH:33][CH:32]=[C:31]([F:35])[CH:30]=4)=[O:27])[NH:22][N:21]=3)=[N:12][CH:13]=[N:14]2)=[CH:9][C:8]=1[F:7].